This data is from Reaction yield outcomes from USPTO patents with 853,638 reactions. The task is: Predict the reaction yield, written as a fraction of the theoretical maximum amount of product (1.0 means a 100% yield; for example, 0.34 means a 34% yield). The reactants are Br[C:2]1[CH:3]=[C:4]([N+:9]([O-:11])=[O:10])[C:5]([NH2:8])=[N:6][CH:7]=1.[CH2:12]([O:14][C:15]([C:17]1[CH:18]=[C:19](B(O)O)[CH:20]=[CH:21][CH:22]=1)=[O:16])[CH3:13].C([O-])([O-])=O.[Na+].[Na+].C(P(C(C)(C)C)C1C=CC=CC=1C1C(C(C)C)=CC(C(C)C)=CC=1C(C)C)(C)(C)C. The catalyst is O1CCOCC1.C(OCC)(=O)C.Cl[Pd](Cl)([P](C1C=CC=CC=1)(C1C=CC=CC=1)C1C=CC=CC=1)[P](C1C=CC=CC=1)(C1C=CC=CC=1)C1C=CC=CC=1. The product is [NH2:8][C:5]1[N:6]=[CH:7][C:2]([C:21]2[CH:22]=[C:17]([CH:18]=[CH:19][CH:20]=2)[C:15]([O:14][CH2:12][CH3:13])=[O:16])=[CH:3][C:4]=1[N+:9]([O-:11])=[O:10]. The yield is 0.780.